Dataset: Full USPTO retrosynthesis dataset with 1.9M reactions from patents (1976-2016). Task: Predict the reactants needed to synthesize the given product. (1) Given the product [Cl:40][C:41]1[CH:42]=[CH:43][C:44](/[CH:47]=[CH:48]/[S:49]([CH2:52][CH2:53][C:54]([N:36]2[CH2:37][CH2:38][CH:33]([N:31]3[CH2:32][C:28]4=[CH:27][N:26]=[C:25]([CH3:24])[N:29]4[C:30]3=[O:39])[CH2:34][CH2:35]2)=[O:55])(=[O:50])=[O:51])=[CH:45][CH:46]=1, predict the reactants needed to synthesize it. The reactants are: CCN=C=NCCCN(C)C.C1C=CC2N(O)N=NC=2C=1.Cl.Cl.[CH3:24][C:25]1[N:29]2[C:30](=[O:39])[N:31]([CH:33]3[CH2:38][CH2:37][NH:36][CH2:35][CH2:34]3)[CH2:32][C:28]2=[CH:27][N:26]=1.[Cl:40][C:41]1[CH:46]=[CH:45][C:44](/[CH:47]=[CH:48]/[S:49]([CH2:52][CH2:53][C:54](O)=[O:55])(=[O:51])=[O:50])=[CH:43][CH:42]=1. (2) Given the product [O:23]=[C:22]1[NH:4][C:2](=[S:3])[NH:1][C:20]([CH2:19][C:15]2[CH:14]=[C:13]3[C:18](=[CH:17][CH:16]=2)[C:9]([C:7]([OH:8])=[O:6])=[CH:10][CH:11]=[CH:12]3)=[CH:21]1, predict the reactants needed to synthesize it. The reactants are: [NH2:1][C:2]([NH2:4])=[S:3].C[O:6][C:7]([C:9]1[C:18]2[C:13](=[CH:14][C:15]([CH2:19][C:20](=O)[CH2:21][C:22](OCC)=[O:23])=[CH:16][CH:17]=2)[CH:12]=[CH:11][CH:10]=1)=[O:8].CC([O-])(C)C.[K+].[Li+].[OH-]. (3) Given the product [CH3:1][O:2][C:3]([C:5]1[S:6][C:7]([C:14]2[CH:15]=[CH:16][N:11]=[CH:12][CH:13]=2)=[CH:8][CH:9]=1)=[O:4], predict the reactants needed to synthesize it. The reactants are: [CH3:1][O:2][C:3]([C:5]1[S:6][C:7](Br)=[CH:8][CH:9]=1)=[O:4].[N:11]1[CH:16]=[CH:15][C:14](B(O)O)=[CH:13][CH:12]=1.C(=O)([O-])[O-].[Na+].[Na+]. (4) Given the product [Cl:3][C:4]1[CH:13]=[C:12]2[C:7]([C:8]([C:30]3[CH:31]=[C:32](/[CH:36]=[CH:37]/[CH:38]=[CH:43]/[C:44]([O:45][CH2:46][CH3:42])=[O:41])[CH:33]=[CH:34][CH:35]=3)=[C:9]([CH2:15][C:16]([NH:18][C:19]3[CH:24]=[CH:23][C:22]([F:25])=[CH:21][C:20]=3[C:26]([F:28])([F:27])[F:29])=[O:17])[C:10](=[O:14])[O:11]2)=[CH:6][C:5]=1[CH3:40], predict the reactants needed to synthesize it. The reactants are: [H-].[Na+].[Cl:3][C:4]1[CH:13]=[C:12]2[C:7]([C:8]([C:30]3[CH:35]=[CH:34][CH:33]=[C:32](/[CH:36]=[CH:37]/[CH:38]=O)[CH:31]=3)=[C:9]([CH2:15][C:16]([NH:18][C:19]3[CH:24]=[CH:23][C:22]([F:25])=[CH:21][C:20]=3[C:26]([F:29])([F:28])[F:27])=[O:17])[C:10](=[O:14])[O:11]2)=[CH:6][C:5]=1[CH3:40].[OH2:41].[CH2:42]1[CH2:46][O:45][CH2:44][CH2:43]1. (5) Given the product [Br:26][C:11]1[C:10]2[C:14](=[CH:15][C:7]([O:6][Si:5]([C:1]([CH3:4])([CH3:3])[CH3:2])([CH3:17])[CH3:16])=[CH:8][CH:9]=2)[N:13]([Si:18]([C:21]([CH3:24])([CH3:23])[CH3:22])([CH3:20])[CH3:19])[CH:12]=1, predict the reactants needed to synthesize it. The reactants are: [C:1]([Si:5]([CH3:17])([CH3:16])[O:6][C:7]1[CH:15]=[C:14]2[C:10]([CH:11]=[CH:12][NH:13]2)=[CH:9][CH:8]=1)([CH3:4])([CH3:3])[CH3:2].[Si:18](Cl)([C:21]([CH3:24])([CH3:23])[CH3:22])([CH3:20])[CH3:19].[Br:26]N1C(=O)CCC1=O.